Dataset: Peptide-MHC class I binding affinity with 185,985 pairs from IEDB/IMGT. Task: Regression. Given a peptide amino acid sequence and an MHC pseudo amino acid sequence, predict their binding affinity value. This is MHC class I binding data. The binding affinity (normalized) is 0.697. The MHC is HLA-A24:02 with pseudo-sequence HLA-A24:02. The peptide sequence is RLSKRSYLI.